Dataset: Forward reaction prediction with 1.9M reactions from USPTO patents (1976-2016). Task: Predict the product of the given reaction. Given the reactants [O:1]=[C:2]([CH2:6][CH3:7])[CH2:3][C:4]#[N:5].CO[CH:10](OC)[N:11]([CH3:13])[CH3:12], predict the reaction product. The product is: [CH3:13][N:11]([CH:10]=[C:3]([C:2](=[O:1])[CH2:6][CH3:7])[C:4]#[N:5])[CH3:12].